Dataset: Full USPTO retrosynthesis dataset with 1.9M reactions from patents (1976-2016). Task: Predict the reactants needed to synthesize the given product. The reactants are: [CH3:1][O:2][C:3](=[O:25])[C:4]([C:8]1[CH2:13][C:12]([CH3:14])=[C:11]([CH3:15])[CH2:10][C:9]=1[CH2:16][O:17][C:18]1[CH:23]=[CH:22][CH:21]=[CH:20][C:19]=1[CH3:24])=[N:5][O:6][CH3:7].C(C1C(=O)C(Cl)=C(Cl)C(=O)C=1C#N)#N. Given the product [CH3:1][O:2][C:3](=[O:25])[C:4]([C:8]1[CH:13]=[C:12]([CH3:14])[C:11]([CH3:15])=[CH:10][C:9]=1[CH2:16][O:17][C:18]1[CH:23]=[CH:22][CH:21]=[CH:20][C:19]=1[CH3:24])=[N:5][O:6][CH3:7], predict the reactants needed to synthesize it.